Dataset: Forward reaction prediction with 1.9M reactions from USPTO patents (1976-2016). Task: Predict the product of the given reaction. Given the reactants [CH:1]1([O:8][C:9]2[CH:10]=[C:11]([CH:15]=[CH:16][CH:17]=2)[C:12]([OH:14])=O)[CH2:7][CH2:6][CH2:5][CH2:4][CH2:3][CH2:2]1.[NH2:18][C@@H:19]1[C@H:23]2[O:24][CH2:25][C@H:26]([NH:27][C:28]([CH:30]3[CH2:32][CH2:31]3)=[O:29])[C@H:22]2[O:21][CH2:20]1, predict the reaction product. The product is: [CH:1]1([O:8][C:9]2[CH:10]=[C:11]([CH:15]=[CH:16][CH:17]=2)[C:12]([NH:18][C@H:19]2[CH2:20][O:21][C@@H:22]3[C@@H:26]([NH:27][C:28]([CH:30]4[CH2:31][CH2:32]4)=[O:29])[CH2:25][O:24][C@H:23]23)=[O:14])[CH2:2][CH2:3][CH2:4][CH2:5][CH2:6][CH2:7]1.